Dataset: Reaction yield outcomes from USPTO patents with 853,638 reactions. Task: Predict the reaction yield, written as a fraction of the theoretical maximum amount of product (1.0 means a 100% yield; for example, 0.34 means a 34% yield). (1) The reactants are [S:1]1[CH2:6][CH2:5][NH:4][C:3]2[CH:7]=[CH:8][CH:9]=[CH:10][C:2]1=2.CCN(C(C)C)C(C)C.Cl[C:21]([C@@H:23]1[CH2:27][CH2:26][CH2:25][N:24]1[C:28](OCC1C=CC=CC=1)=O)=[O:22].[Cl:38][C:39]1[CH:44]=[CH:43][C:42]([Cl:45])=[CH:41][C:40]=1CCl. The catalyst is C(Cl)Cl.CC#N. The product is [S:1]1[CH2:6][CH2:5][N:4]([C:21]([C@@H:23]2[CH2:27][CH2:26][CH2:25][N:24]2[CH2:28][C:43]2[CH:44]=[C:39]([Cl:38])[CH:40]=[CH:41][C:42]=2[Cl:45])=[O:22])[C:3]2[CH:7]=[CH:8][CH:9]=[CH:10][C:2]1=2. The yield is 0.440. (2) The catalyst is C(#N)C. The product is [CH3:1][C:2]1[CH:7]=[C:6]([CH3:8])[CH:5]=[CH:4][C:3]=1[C:9]1[O:13][C:12]([NH:14][CH2:23][C:24]2[CH:29]=[CH:28][CH:27]=[CH:26][N:25]=2)=[N:11][N:10]=1. The reactants are [CH3:1][C:2]1[CH:7]=[C:6]([CH3:8])[CH:5]=[CH:4][C:3]=1[C:9]1[O:13][C:12]([NH2:14])=[N:11][N:10]=1.C([O-])([O-])=O.[K+].[K+].Br.Br[CH2:23][C:24]1[CH:29]=[CH:28][CH:27]=[CH:26][N:25]=1. The yield is 0.970. (3) The reactants are [Cl:1][C:2]1[CH:7]=[CH:6][C:5]([CH2:8][CH2:9][N+:10]([O-:12])=[O:11])=[CH:4][CH:3]=1.C[O:14][CH:15](OC)[CH2:16][CH2:17][CH2:18][CH:19]=O. The product is [Cl:1][C:2]1[CH:3]=[CH:4][C:5]([CH2:8]/[C:9](/[N+:10]([O-:12])=[O:11])=[CH:19]\[CH2:18][CH2:17][CH2:16][CH:15]=[O:14])=[CH:6][CH:7]=1. The catalyst is CCOC(C)=O.CCCCCC. The yield is 0.450. (4) The reactants are [Br:1][C:2]1[C:15](=[O:16])[N:14]([CH:17]2[CH2:21][CH2:20][CH2:19][CH2:18]2)[C:5]2[N:6]=[C:7](S(C)=O)[N:8]=[C:9]([CH3:10])[C:4]=2[CH:3]=1.[OH-].[NH4+:23]. The catalyst is O1CCOCC1. The product is [NH2:23][C:7]1[N:8]=[C:9]([CH3:10])[C:4]2[CH:3]=[C:2]([Br:1])[C:15](=[O:16])[N:14]([CH:17]3[CH2:21][CH2:20][CH2:19][CH2:18]3)[C:5]=2[N:6]=1. The yield is 0.930. (5) The reactants are [Cl:1][C:2]1[N:10]=[C:9](Cl)[C:8]([F:12])=[CH:7][C:3]=1[C:4]([OH:6])=[O:5].[OH-:13].[Na+].Cl. No catalyst specified. The product is [Cl:1][C:2]1[NH:10][C:9](=[O:13])[C:8]([F:12])=[CH:7][C:3]=1[C:4]([OH:6])=[O:5]. The yield is 0.470. (6) The reactants are CO[C:3]([C:9]1[CH:14]=[CH:13][C:12]([O:15][C:16]2[CH:21]=[CH:20][CH:19]=[CH:18][CH:17]=2)=[CH:11][CH:10]=1)=[C:4]([C:7]#[N:8])[C:5]#[N:6].O.[NH2:23][NH2:24]. The catalyst is C(O)C. The product is [NH2:6][C:5]1[NH:24][N:23]=[C:3]([C:9]2[CH:14]=[CH:13][C:12]([O:15][C:16]3[CH:21]=[CH:20][CH:19]=[CH:18][CH:17]=3)=[CH:11][CH:10]=2)[C:4]=1[C:7]#[N:8]. The yield is 0.688.